The task is: Predict which catalyst facilitates the given reaction.. This data is from Catalyst prediction with 721,799 reactions and 888 catalyst types from USPTO. (1) Reactant: Br.Br[CH:3]([C:13]1[CH:18]=[CH:17][N:16]=[C:15]([F:19])[CH:14]=1)[C:4]([C:6]1[CH:11]=[CH:10][CH:9]=[C:8]([CH3:12])[CH:7]=1)=O.FC1C=C(CC(C2C=CC=C(C)C=2)=O)C=CN=1.C(OC(NC1C=C(CC(C2C=CC=C(C)C=2)=O)C=CN=1)=O)(C)(C)C.[NH2:61][C:62]([NH2:64])=[S:63].C(N(CC)CC)C.C(=O)([O-])O.[Na+]. Product: [F:19][C:15]1[CH:14]=[C:13]([C:3]2[S:63][C:62]([NH2:64])=[N:61][C:4]=2[C:6]2[CH:11]=[CH:10][CH:9]=[C:8]([CH3:12])[CH:7]=2)[CH:18]=[CH:17][N:16]=1. The catalyst class is: 10. (2) Reactant: [CH:1]([NH:4][C:5]1[N:15]=[C:14]([C:16]([F:19])([F:18])[F:17])[CH:13]=[CH:12][C:6]=1[C:7]([O:9]CC)=[O:8])([CH3:3])[CH3:2].[OH-].[Na+]. Product: [CH:1]([NH:4][C:5]1[N:15]=[C:14]([C:16]([F:19])([F:17])[F:18])[CH:13]=[CH:12][C:6]=1[C:7]([OH:9])=[O:8])([CH3:3])[CH3:2]. The catalyst class is: 7. (3) Reactant: [CH3:1][O:2][C:3](=[O:24])[CH2:4][CH:5]1[CH2:10][CH2:9][CH:8]([C:11]2[CH:16]=[CH:15][C:14]([C:17]3[CH:22]=[CH:21][C:20]([NH2:23])=[CH:19][N:18]=3)=[CH:13][CH:12]=2)[CH2:7][CH2:6]1.C(N(CC)CC)C.[CH3:32][C:33]([CH3:38])([CH3:37])[C:34](Cl)=[O:35]. Product: [CH3:1][O:2][C:3](=[O:24])[CH2:4][CH:5]1[CH2:10][CH2:9][CH:8]([C:11]2[CH:16]=[CH:15][C:14]([C:17]3[CH:22]=[CH:21][C:20]([NH:23][C:34](=[O:35])[C:33]([CH3:38])([CH3:37])[CH3:32])=[CH:19][N:18]=3)=[CH:13][CH:12]=2)[CH2:7][CH2:6]1. The catalyst class is: 2. (4) Reactant: ClC[CH2:3][CH2:4][N:5]1[CH2:10][CH2:9][O:8][CH2:7][CH2:6]1.[Br:11][C:12]1[CH:17]=[CH:16][C:15]([OH:18])=[CH:14][CH:13]=1.C(=O)([O-])[O-].[K+].[K+].CN(C=O)C. Product: [Br:11][C:12]1[CH:17]=[CH:16][C:15]([O:18][CH2:3][CH2:4][N:5]2[CH2:10][CH2:9][O:8][CH2:7][CH2:6]2)=[CH:14][CH:13]=1. The catalyst class is: 6.